Predict the product of the given reaction. From a dataset of Forward reaction prediction with 1.9M reactions from USPTO patents (1976-2016). (1) The product is: [Cl:17][C:14]1[CH:15]=[CH:16][C:11]([S:8]([N:7]([CH2:18][C:19]2[CH:20]=[CH:21][C:22]([C:23]([O:25][CH3:26])=[O:24])=[CH:27][CH:28]=2)[CH2:6][C:5]2[CH:29]=[CH:30][C:31]([Cl:32])=[CH:3][CH:4]=2)(=[O:9])=[O:10])=[CH:12][CH:13]=1. Given the reactants CO[C:3]1[CH:4]=[C:5]([CH:29]=[CH:30][CH:31]=1)[CH2:6][N:7]([CH2:18][C:19]1[CH:28]=[CH:27][C:22]([C:23]([O:25][CH3:26])=[O:24])=[CH:21][CH:20]=1)[S:8]([C:11]1[CH:16]=[CH:15][C:14]([Cl:17])=[CH:13][CH:12]=1)(=[O:10])=[O:9].[Cl:32]C1C=CC(S(NCC2C=CC(C(OC)=O)=CC=2)(=O)=O)=CC=1.ClC1C=CC(CBr)=CC=1, predict the reaction product. (2) Given the reactants [CH3:1][CH:2]1[CH2:6][CH2:5][CH2:4][N:3]1[C:7]1[N:12]=[C:11]([NH:13][C:14]2[C:15]3[N:16]([N:30]=[CH:31][N:32]=3)[CH:17]=[C:18]([C:20]3[CH:29]=[CH:28][C:23]([C:24]([O:26]C)=[O:25])=[CH:22][CH:21]=3)[CH:19]=2)[CH:10]=[CH:9][CH:8]=1.[OH-].[Na+].Cl, predict the reaction product. The product is: [CH3:1][CH:2]1[CH2:6][CH2:5][CH2:4][N:3]1[C:7]1[N:12]=[C:11]([NH:13][C:14]2[C:15]3[N:16]([N:30]=[CH:31][N:32]=3)[CH:17]=[C:18]([C:20]3[CH:29]=[CH:28][C:23]([C:24]([OH:26])=[O:25])=[CH:22][CH:21]=3)[CH:19]=2)[CH:10]=[CH:9][CH:8]=1. (3) Given the reactants [CH3:1][C:2]([CH3:23])([CH3:22])[C:3]([NH:5][C:6]1[C:11]([C:12](=[CH2:19])[CH2:13][C:14]([O:16][CH2:17][CH3:18])=[O:15])=[CH:10][CH:9]=[C:8]([O:20][CH3:21])[N:7]=1)=[O:4].[H][H], predict the reaction product. The product is: [CH3:23][C:2]([CH3:1])([CH3:22])[C:3]([NH:5][C:6]1[C:11]([CH:12]([CH3:19])[CH2:13][C:14]([O:16][CH2:17][CH3:18])=[O:15])=[CH:10][CH:9]=[C:8]([O:20][CH3:21])[N:7]=1)=[O:4]. (4) Given the reactants [Cl:1][C:2]1[CH:8]=[CH:7][CH:6]=[CH:5][C:3]=1N.[CH3:9][C:10]([CH:12]=[CH2:13])=O.ClC(Cl)=O.[CH3:18][O:19][C:20]1[CH:21]=[C:22]([NH:32][C:33]([NH2:35])=[S:34])[CH:23]=[CH:24][C:25]=1[N:26]1[CH:30]=[C:29]([CH3:31])[N:28]=[CH:27]1, predict the reaction product. The product is: [Cl:1][C:2]1[CH:8]=[CH:7][CH:6]=[CH:5][C:3]=1[CH2:9][C:10]1[S:34][C:33]([NH:32][C:22]2[CH:23]=[CH:24][C:25]([N:26]3[CH:30]=[C:29]([CH3:31])[N:28]=[CH:27]3)=[C:20]([O:19][CH3:18])[CH:21]=2)=[N:35][C:12]=1[CH3:13]. (5) Given the reactants [C:1]([NH:4][C:5]1[CH:6]=[C:7]([NH:11][C:12]2[C:17]([NH2:18])=[CH:16][CH:15]=[CH:14][N:13]=2)[CH:8]=[CH:9][CH:10]=1)(=[O:3])[CH3:2].[N:19]1[CH:24]=[CH:23][CH:22]=[C:21]([CH2:25][C:26](=O)[C:27](O)=[O:28])[CH:20]=1, predict the reaction product. The product is: [C:1]([NH:4][C:5]1[CH:6]=[C:7]([N:11]2[C:27](=[O:28])[C:26]([CH2:25][C:21]3[CH:20]=[N:19][CH:24]=[CH:23][CH:22]=3)=[N:18][C:17]3[CH:16]=[CH:15][CH:14]=[N:13][C:12]2=3)[CH:8]=[CH:9][CH:10]=1)(=[O:3])[CH3:2]. (6) Given the reactants [CH2:1]([OH:6])[C:2]([Br:5])([Br:4])[Br:3].C(N(CC)CC)C.[C:14](Cl)(=[O:18])[C:15]([CH3:17])=[CH2:16].O, predict the reaction product. The product is: [Br:3][C:2]([Br:5])([Br:4])[CH2:1][O:6][C:14](=[O:18])[C:15]([CH3:17])=[CH2:16]. (7) The product is: [CH3:1][C@@H:2]([NH:13][CH2:14][CH2:15][CH2:16][C:17]1[CH:18]=[CH:19][CH:20]=[C:21]([C:23]([F:24])([F:25])[F:26])[CH:22]=1)[C:3]1[CH:4]=[CH:5][CH:6]=[C:7]2[CH:12]=[CH:11][CH:10]=[CH:9][C:8]=12.[C:33]([O-:36])(=[O:35])/[CH:34]=[CH:1]/[C:28]([O-:31])=[O:30]. Given the reactants [CH3:1][C@@H:2]([NH:13][CH2:14][CH2:15][CH2:16][C:17]1[CH:18]=[CH:19][CH:20]=[C:21]([C:23]([F:26])([F:25])[F:24])[CH:22]=1)[C:3]1[CH:4]=[CH:5][CH:6]=[C:7]2[CH:12]=[CH:11][CH:10]=[CH:9][C:8]=12.Cl.[C:28]([O-:31])([OH:30])=O.[Na+].[C:33]([O:36]CC)(=[O:35])[CH3:34], predict the reaction product.